This data is from Reaction yield outcomes from USPTO patents with 853,638 reactions. The task is: Predict the reaction yield, written as a fraction of the theoretical maximum amount of product (1.0 means a 100% yield; for example, 0.34 means a 34% yield). (1) The reactants are FC(F)(F)C(O)=O.[NH2:8][C:9]1[CH:14]=[CH:13][C:12]([CH:15]2[CH2:20][N:19]([CH3:21])[C:18](=[O:22])[N:17]([CH3:23])[CH2:16]2)=[CH:11][C:10]=1Br.[C:25]1(B(O)O)[CH2:31][CH2:30][CH2:29][CH2:28][CH2:27][CH:26]=1.[O-]P([O-])([O-])=O.[K+].[K+].[K+].C1(P(C2CCCCC2)C2C=CC=CC=2C2C(OC)=CC=CC=2OC)CCCCC1. The catalyst is C1(C)C=CC=CC=1.C1C=CC(/C=C/C(/C=C/C2C=CC=CC=2)=O)=CC=1.C1C=CC(/C=C/C(/C=C/C2C=CC=CC=2)=O)=CC=1.C1C=CC(/C=C/C(/C=C/C2C=CC=CC=2)=O)=CC=1.[Pd].[Pd]. The product is [NH2:8][C:9]1[CH:14]=[CH:13][C:12]([CH:15]2[CH2:20][N:19]([CH3:21])[C:18](=[O:22])[N:17]([CH3:23])[CH2:16]2)=[CH:11][C:10]=1[C:25]1[CH2:31][CH2:30][CH2:29][CH2:28][CH2:27][CH:26]=1. The yield is 0.860. (2) The reactants are [NH2:1][C:2]1[CH:7]=[C:6]([CH3:8])[C:5]([CH:9]2[CH2:11][CH2:10]2)=[CH:4][C:3]=1[NH:12][CH2:13][CH2:14][CH2:15][CH2:16][CH2:17][CH2:18][C:19]([O:21][CH2:22][CH3:23])=[O:20].B(O)(O)O.O.[NH:29]1[C:37](=[O:38])[C:35](=O)[C:33](=O)[NH:32][C:30]1=[O:31]. The catalyst is C(O)(=O)C.[Al]. The product is [CH:9]1([C:5]2[C:6]([CH3:8])=[CH:7][C:2]3[N:1]=[C:35]4[C:33]([N:12]([CH2:13][CH2:14][CH2:15][CH2:16][CH2:17][CH2:18][C:19]([O:21][CH2:22][CH3:23])=[O:20])[C:3]=3[CH:4]=2)=[N:32][C:30](=[O:31])[NH:29][C:37]4=[O:38])[CH2:11][CH2:10]1. The yield is 0.560. (3) The reactants are [CH3:1][CH:2](/[CH:4]=[CH:5]/[CH2:6][CH2:7][CH2:8][CH2:9][C:10]([NH:12][CH2:13][C:14]1[CH:15]=[CH:16][C:17]([OH:22])=[C:18]([O:20][CH3:21])[CH:19]=1)=[O:11])[CH3:3].C([O-])([O-])=O.[K+].[K+].[I-].[Na+].P(O)([O-])([O-])=O.[Na+].[Na+].Cl[CH2:39][C:40]([O:42][CH3:43])=[O:41]. The catalyst is CC(C)=O. The product is [CH3:43][O:42][C:40](=[O:41])[CH2:39][O:22][C:17]1[CH:16]=[CH:15][C:14]([CH2:13][NH:12][C:10](=[O:11])[CH2:9][CH2:8][CH2:7][CH2:6][CH:5]=[CH:4][CH:2]([CH3:1])[CH3:3])=[CH:19][C:18]=1[O:20][CH3:21]. The yield is 0.714. (4) The reactants are [CH2:1]([O:3][C:4]([C:6]1[N:7]=[C:8](Br)[S:9][CH:10]=1)=[O:5])[CH3:2].[NH2:12][C:13]1[CH:14]=[C:15]([C:19]([F:22])([F:21])[F:20])[CH:16]=[CH:17][CH:18]=1.Cl. No catalyst specified. The product is [CH2:1]([O:3][C:4]([C:6]1[N:7]=[C:8]([NH:12][C:13]2[CH:18]=[CH:17][CH:16]=[C:15]([C:19]([F:20])([F:21])[F:22])[CH:14]=2)[S:9][CH:10]=1)=[O:5])[CH3:2]. The yield is 0.850. (5) The reactants are [I:1]N1C(C)(C)C(=O)N(I)C1=O.[CH3:12][C:13]([NH:19][C:20]([C:22]1[CH:31]=[CH:30][CH:29]=[CH:28][C:23]=1[C:24]([O:26][CH3:27])=[O:25])=[O:21])([CH3:18])[CH2:14][S:15]([CH3:17])=[O:16].CN1CCCC1=O. The catalyst is C([O-])(=O)C.[Pd+2].C([O-])(=O)C.O. The product is [I:1][C:31]1[C:22]([C:20]([NH:19][C:13]([CH3:12])([CH3:18])[CH2:14][S:15]([CH3:17])=[O:16])=[O:21])=[C:23]([CH:28]=[CH:29][CH:30]=1)[C:24]([O:26][CH3:27])=[O:25]. The yield is 0.891. (6) The reactants are [C:1]([O:5][C:6](=[O:20])[NH:7][C:8]1[CH:13]=[C:12]([O:14][CH3:15])[C:11]([CH3:16])=[C:10]([O:17][CH3:18])[C:9]=1[Br:19])([CH3:4])([CH3:3])[CH3:2].C1C(=O)N([Br:28])C(=O)C1.CC(N=NC(C#N)(C)C)(C#N)C. The catalyst is C(Cl)(Cl)(Cl)Cl. The product is [C:1]([O:5][C:6](=[O:20])[NH:7][C:8]1[CH:13]=[C:12]([O:14][CH3:15])[C:11]([CH2:16][Br:28])=[C:10]([O:17][CH3:18])[C:9]=1[Br:19])([CH3:4])([CH3:2])[CH3:3]. The yield is 0.910. (7) The reactants are [Br:1]N1C(=O)CCC1=O.CN(C)C=O.[C:14]([NH:17][C:18]1[CH:19]=[C:20]([OH:28])[C:21](=[CH:26][CH:27]=1)[C:22]([O:24][CH3:25])=[O:23])(=[O:16])[CH3:15]. The catalyst is C(OCC)(=O)C. The product is [C:14]([NH:17][C:18]1[CH:19]=[C:20]([OH:28])[C:21](=[CH:26][C:27]=1[Br:1])[C:22]([O:24][CH3:25])=[O:23])(=[O:16])[CH3:15]. The yield is 0.450. (8) The reactants are [Br:1][C:2]1[CH:7]=[CH:6][C:5]([C:8]([CH3:17])([CH3:16])[C:9](=O)/[CH:10]=[CH:11]/[N:12](C)C)=[CH:4][CH:3]=1.O.[NH2:19]N. The catalyst is C(O)C. The product is [Br:1][C:2]1[CH:7]=[CH:6][C:5]([C:8]([C:9]2[CH:10]=[CH:11][NH:12][N:19]=2)([CH3:17])[CH3:16])=[CH:4][CH:3]=1. The yield is 0.900. (9) The reactants are [Br:1][C:2]1[CH:7]=[CH:6][C:5]([C:8](=O)[CH2:9][CH3:10])=[C:4](F)[CH:3]=1.[NH2:13][NH2:14]. No catalyst specified. The product is [Br:1][C:2]1[CH:3]=[C:4]2[C:5]([C:8]([CH2:9][CH3:10])=[N:13][NH:14]2)=[CH:6][CH:7]=1. The yield is 0.503. (10) The catalyst is CO.[Pd]. The yield is 0.990. The product is [P:6]([O:13][CH2:14][CH2:15][N:16]1[CH2:17][CH2:18][NH:19][CH2:20][CH2:21]1)([O:5][C:1]([CH3:4])([CH3:3])[CH3:2])([O:8][C:9]([CH3:10])([CH3:11])[CH3:12])=[O:7]. The reactants are [C:1]([O:5][P:6]([O:13][CH2:14][CH2:15][N:16]1[CH2:21][CH2:20][N:19](C(OCC2C=CC=CC=2)=O)[CH2:18][CH2:17]1)([O:8][C:9]([CH3:12])([CH3:11])[CH3:10])=[O:7])([CH3:4])([CH3:3])[CH3:2].